From a dataset of Catalyst prediction with 721,799 reactions and 888 catalyst types from USPTO. Predict which catalyst facilitates the given reaction. Reactant: CO[C:3]([CH3:15])([CH3:14])[CH2:4][NH:5][C:6](=[O:13])[C:7]1[CH:12]=[CH:11][CH:10]=[CH:9][CH:8]=1.[F:16][C:17]1[CH:22]=[CH:21][C:20]([N:23]2[C:31]3[CH:30]=[CH:29][CH:28]=[C:27]([NH2:32])[C:26]=3[CH:25]=[N:24]2)=[CH:19][CH:18]=1.CC1(C)CN1C(C1C=CC=CC=1)=O.COC. Product: [F:16][C:17]1[CH:18]=[CH:19][C:20]([N:23]2[C:31]3[C:26](=[C:27]([NH:32][C:3]([CH3:15])([CH3:14])[CH2:4][NH:5][C:6](=[O:13])[C:7]4[CH:12]=[CH:11][CH:10]=[CH:9][CH:8]=4)[CH:28]=[CH:29][CH:30]=3)[CH:25]=[N:24]2)=[CH:21][CH:22]=1. The catalyst class is: 5.